This data is from Catalyst prediction with 721,799 reactions and 888 catalyst types from USPTO. The task is: Predict which catalyst facilitates the given reaction. (1) The catalyst class is: 15. Product: [Cl:1][C:2]1[CH:3]=[C:4]([C:5]([O:7][CH3:14])=[O:6])[CH:8]=[CH:9][C:10]=1[B:11]([OH:13])[OH:12]. Reactant: [Cl:1][C:2]1[CH:3]=[C:4]([CH:8]=[CH:9][C:10]=1[B:11]([OH:13])[OH:12])[C:5]([OH:7])=[O:6].[CH3:14]N(C)C=O.C(OCC)C.C[Si](N=[N+]=[N-])(C)C.CCCCCC. (2) Reactant: [CH3:1][C:2]1[C:6]([C:7]2[C:8]([O:21][CH3:22])=[CH:9][C:10]3[C:11]4[NH:19][C:18](=[O:20])[O:17][C:12]=4[CH:13]=[N:14][C:15]=3[CH:16]=2)=[C:5]([CH3:23])[O:4][N:3]=1.C([O-])([O-])=O.[Cs+].[Cs+].Br[CH2:31][C:32]1[CH:39]=[CH:38][CH:37]=[CH:36][C:33]=1[C:34]#[N:35]. Product: [CH3:1][C:2]1[C:6]([C:7]2[C:8]([O:21][CH3:22])=[CH:9][C:10]3[C:11]4[N:19]([CH2:31][C:32]5[CH:39]=[CH:38][CH:37]=[CH:36][C:33]=5[C:34]#[N:35])[C:18](=[O:20])[O:17][C:12]=4[CH:13]=[N:14][C:15]=3[CH:16]=2)=[C:5]([CH3:23])[O:4][N:3]=1. The catalyst class is: 23. (3) Reactant: Cl[C:2]1[CH:11]=[C:10]([C:12]([O:14]C)=O)[C:9]2[C:4](=[CH:5][CH:6]=[CH:7][CH:8]=2)[N:3]=1.[CH2:16]([NH2:23])[C:17]1[CH:22]=[CH:21][CH:20]=[CH:19][CH:18]=1.C(Cl)(Cl)Cl. Product: [CH2:16]([NH:23][C:12]([C:10]1[C:9]2[C:4](=[CH:5][CH:6]=[CH:7][CH:8]=2)[N:3]=[C:2]([NH:23][CH2:16][C:17]2[CH:22]=[CH:21][CH:20]=[CH:19][CH:18]=2)[CH:11]=1)=[O:14])[C:17]1[CH:22]=[CH:21][CH:20]=[CH:19][CH:18]=1. The catalyst class is: 6. (4) Reactant: [Cl:1][C:2]1[CH:3]=[CH:4][C:5]([O:25][CH2:26][CH2:27][C:28]2[CH:33]=[CH:32][CH:31]=[CH:30][C:29]=2[CH3:34])=[C:6]([CH:24]=1)[C:7]([NH:9][CH2:10][C:11]1[CH:23]=[CH:22][C:14]([C:15]([O:17]C(C)(C)C)=[O:16])=[CH:13][CH:12]=1)=[O:8].FC(F)(F)C(O)=O. Product: [Cl:1][C:2]1[CH:3]=[CH:4][C:5]([O:25][CH2:26][CH2:27][C:28]2[CH:33]=[CH:32][CH:31]=[CH:30][C:29]=2[CH3:34])=[C:6]([CH:24]=1)[C:7]([NH:9][CH2:10][C:11]1[CH:12]=[CH:13][C:14]([C:15]([OH:17])=[O:16])=[CH:22][CH:23]=1)=[O:8]. The catalyst class is: 4. (5) Reactant: O=C1CCC(=O)N1O[C:9]([NH:11][C:12]1[CH:28]=[CH:27][C:15]([O:16][CH2:17][CH2:18][NH:19]C(=O)OC(C)(C)C)=[C:14]([C:29]2[N:33]([CH3:34])[N:32]=[CH:31][CH:30]=2)[CH:13]=1)=[O:10].CN(C)C=O.[Cl:40][C:41]1[CH:49]=[CH:48][CH:47]=[C:46]2[C:42]=1[CH2:43][CH2:44][NH:45]2.Cl.CCOCC. Product: [NH2:19][CH2:18][CH2:17][O:16][C:15]1[CH:27]=[CH:28][C:12]([NH:11][C:9]([N:45]2[C:46]3[C:42](=[C:41]([Cl:40])[CH:49]=[CH:48][CH:47]=3)[CH2:43][CH2:44]2)=[O:10])=[CH:13][C:14]=1[C:29]1[N:33]([CH3:34])[N:32]=[CH:31][CH:30]=1. The catalyst class is: 33. (6) Reactant: [CH3:1][S:2]([CH2:5][CH2:6][OH:7])(=[O:4])=[O:3].[C:8]1([CH3:18])[CH:13]=[CH:12][C:11]([S:14](Cl)(=[O:16])=[O:15])=[CH:10][CH:9]=1. Product: [CH3:18][C:8]1[CH:13]=[CH:12][C:11]([S:14]([O:7][CH2:6][CH2:5][S:2]([CH3:1])(=[O:4])=[O:3])(=[O:16])=[O:15])=[CH:10][CH:9]=1. The catalyst class is: 300. (7) Reactant: Cl[C:2]1[C:7]2[CH2:8][NH:9][C:10](=[O:11])[C:6]=2[CH:5]=[C:4]([Cl:12])[N:3]=1.[N:13]1([C:19]([O:21][C:22]([CH3:25])([CH3:24])[CH3:23])=[O:20])[CH2:18][CH2:17][NH:16][CH2:15][CH2:14]1.C(N(CC)CC)C. Product: [C:22]([O:21][C:19]([N:13]1[CH2:18][CH2:17][N:16]([C:2]2[C:7]3[CH2:8][NH:9][C:10](=[O:11])[C:6]=3[CH:5]=[C:4]([Cl:12])[N:3]=2)[CH2:15][CH2:14]1)=[O:20])([CH3:25])([CH3:23])[CH3:24]. The catalyst class is: 12.